The task is: Predict the reactants needed to synthesize the given product.. This data is from Full USPTO retrosynthesis dataset with 1.9M reactions from patents (1976-2016). (1) Given the product [Cl:1][C:2]1[CH:3]=[C:4]2[C:9](=[CH:10][CH:11]=1)[CH:8]=[C:7]([S:12]([N:15]1[CH2:20][CH2:19][N:18]([C:21](=[O:29])[C:22]3[CH:27]=[CH:26][C:25]([C:33]4[CH:34]=[N:35][CH:36]=[CH:37][CH:38]=4)=[CH:24][CH:23]=3)[CH2:17][CH2:16]1)(=[O:14])=[O:13])[CH:6]=[CH:5]2, predict the reactants needed to synthesize it. The reactants are: [Cl:1][C:2]1[CH:3]=[C:4]2[C:9](=[CH:10][CH:11]=1)[CH:8]=[C:7]([S:12]([N:15]1[CH2:20][CH2:19][N:18]([C:21](=[O:29])[C:22]3[CH:27]=[CH:26][C:25](I)=[CH:24][CH:23]=3)[CH2:17][CH2:16]1)(=[O:14])=[O:13])[CH:6]=[CH:5]2.C(B(CC)[C:33]1[CH:34]=[N:35][CH:36]=[CH:37][CH:38]=1)C.[OH-].[K+]. (2) Given the product [CH3:18][N:2]([CH3:1])[C:3]1[CH:8]=[C:7]([NH:9][C:10]2[CH:15]=[CH:14][C:13]([CH3:16])=[CH:12][CH:11]=2)[N:6]=[C:5]([NH:17][C:26](=[O:27])[CH2:25][C:19]2[CH:24]=[CH:23][CH:22]=[CH:21][CH:20]=2)[N:4]=1, predict the reactants needed to synthesize it. The reactants are: [CH3:1][N:2]([CH3:18])[C:3]1[CH:8]=[C:7]([NH:9][C:10]2[CH:15]=[CH:14][C:13]([CH3:16])=[CH:12][CH:11]=2)[N:6]=[C:5]([NH2:17])[N:4]=1.[C:19]1([CH2:25][C:26](Cl)=[O:27])[CH:24]=[CH:23][CH:22]=[CH:21][CH:20]=1.C(N(CC)CC)C. (3) Given the product [N+:1]([C:4]1[C:5]([C:15]([OH:17])=[O:16])=[N:6][N:7]([C:9]2[CH:14]=[CH:13][CH:12]=[CH:11][CH:10]=2)[CH:8]=1)([O-:3])=[O:2], predict the reactants needed to synthesize it. The reactants are: [N+:1]([C:4]1[C:5]([C:15]([O:17]C)=[O:16])=[N:6][N:7]([C:9]2[CH:14]=[CH:13][CH:12]=[CH:11][CH:10]=2)[CH:8]=1)([O-:3])=[O:2]. (4) Given the product [CH2:1]([NH:8][C:23]1[C:24]2[CH2:30][CH2:29][N:28]([C:31]([O:33][C:34]([CH3:37])([CH3:36])[CH3:35])=[O:32])[CH2:27][C:25]=2[N:26]=[C:21]([NH:20][C:17]2[CH:16]=[CH:15][C:14]([C:13]3[O:9][CH:10]=[N:11][CH:12]=3)=[CH:19][CH:18]=2)[N:22]=1)[C:2]1[CH:7]=[CH:6][CH:5]=[CH:4][CH:3]=1, predict the reactants needed to synthesize it. The reactants are: [CH2:1]([NH2:8])[C:2]1[CH:7]=[CH:6][CH:5]=[CH:4][CH:3]=1.[O:9]1[C:13]([C:14]2[CH:19]=[CH:18][C:17]([NH:20][C:21]3[N:22]=[C:23](OS(C(F)(F)F)(=O)=O)[C:24]4[CH2:30][CH2:29][N:28]([C:31]([O:33][C:34]([CH3:37])([CH3:36])[CH3:35])=[O:32])[CH2:27][C:25]=4[N:26]=3)=[CH:16][CH:15]=2)=[CH:12][N:11]=[CH:10]1. (5) Given the product [CH3:45][N:9]([CH3:8])[CH2:10][CH2:11][CH2:12][C:13]1[C:21]2[C:20]([NH:22][C:23]3[C:31]4[C:26](=[CH:27][N:28]=[CH:29][CH:30]=4)[O:25][C:24]=3[C:32]3[N:37]=[CH:36][CH:35]=[CH:34][N:33]=3)=[CH:19][CH:18]=[CH:17][C:16]=2[NH:15][N:14]=1, predict the reactants needed to synthesize it. The reactants are: C(O)(C(F)(F)F)=O.[CH3:8][N:9]([CH3:45])[CH2:10][CH2:11][CH2:12][C:13]1[C:21]2[C:16](=[CH:17][CH:18]=[CH:19][C:20]=2[NH:22][C:23]2[C:31]3[C:26](=[CH:27][N:28]=[CH:29][CH:30]=3)[O:25][C:24]=2[C:32]2[N:37]=[CH:36][CH:35]=[CH:34][N:33]=2)[N:15](C(OC(C)(C)C)=O)[N:14]=1. (6) The reactants are: C(N)C1C=CC=CC=1.[NH:9]1[CH2:14][CH2:13][CH:12]([CH2:15][O:16][C:17]2[CH:26]=[CH:25][CH:24]=[C:23]3[C:18]=2[C:19]([NH2:28])=[N:20][C:21]([NH2:27])=[N:22]3)[CH2:11][CH2:10]1.[Cl:29][C:30]1[CH:37]=[CH:36][C:33]([CH2:34]Br)=[CH:32][CH:31]=1.Cl.O1CCOCC1. Given the product [ClH:29].[Cl:29][C:30]1[CH:37]=[CH:36][C:33]([CH2:34][N:9]2[CH2:14][CH2:13][CH:12]([CH2:15][O:16][C:17]3[CH:26]=[CH:25][CH:24]=[C:23]4[C:18]=3[C:19]([NH2:28])=[N:20][C:21]([NH2:27])=[N:22]4)[CH2:11][CH2:10]2)=[CH:32][CH:31]=1, predict the reactants needed to synthesize it.